From a dataset of Reaction yield outcomes from USPTO patents with 853,638 reactions. Predict the reaction yield, written as a fraction of the theoretical maximum amount of product (1.0 means a 100% yield; for example, 0.34 means a 34% yield). The reactants are C([N:8]1[C:16]([CH3:18])([CH3:17])[C:15]2[C:10](=[CH:11][CH:12]=[CH:13][CH:14]=2)[C:9]1([CH3:20])[CH3:19])C1C=CC=CC=1. The catalyst is CC(O)=O.[Pd]. The product is [CH3:17][C:16]1([CH3:18])[C:15]2[C:10](=[CH:11][CH:12]=[CH:13][CH:14]=2)[C:9]([CH3:20])([CH3:19])[NH:8]1. The yield is 0.950.